From a dataset of Catalyst prediction with 721,799 reactions and 888 catalyst types from USPTO. Predict which catalyst facilitates the given reaction. (1) Reactant: Br[C:2]1[O:3][C:4]2[C:24]([O:25]C(=O)C)=[C:23]([O:29][CH3:30])[CH:22]=[CH:21][C:5]=2[C:6]=1[C:7](=[O:20])[C:8]1[CH:13]=[C:12]([O:14][CH3:15])[C:11]([O:16][CH3:17])=[C:10]([O:18][CH3:19])[CH:9]=1.[CH3:31][O:32][C:33](=[O:36])[CH:34]=[CH2:35].CO.C(=O)([O-])[O-].[K+].[K+]. Product: [CH3:31][O:32][C:33](=[O:36])/[CH:34]=[CH:35]/[C:2]1[O:3][C:4]2[C:24]([OH:25])=[C:23]([O:29][CH3:30])[CH:22]=[CH:21][C:5]=2[C:6]=1[C:7](=[O:20])[C:8]1[CH:9]=[C:10]([O:18][CH3:19])[C:11]([O:16][CH3:17])=[C:12]([O:14][CH3:15])[CH:13]=1. The catalyst class is: 524. (2) Product: [CH3:1][O:2][C:3](=[O:30])[CH:4]=[CH:5][CH:6]([NH2:22])[CH2:7][C:8]1[CH:13]=[CH:12][C:11]([O:14][CH2:15][C:16]2[CH:17]=[CH:18][CH:19]=[CH:20][CH:21]=2)=[CH:10][CH:9]=1. The catalyst class is: 67. Reactant: [CH3:1][O:2][C:3](=[O:30])[CH:4]=[CH:5][C@H:6]([NH:22]C(OC(C)(C)C)=O)[CH2:7][C:8]1[CH:13]=[CH:12][C:11]([O:14][CH2:15][C:16]2[CH:21]=[CH:20][CH:19]=[CH:18][CH:17]=2)=[CH:10][CH:9]=1. (3) Reactant: Br.[Br:2][C:3]1[CH:4]=[C:5]2[C:9](=[CH:10][CH:11]=1)[CH2:8][CH:7]([NH2:12])[CH2:6]2.CCN(CC)CC.[CH3:20][C:21]([O:24][C:25](O[C:25]([O:24][C:21]([CH3:23])([CH3:22])[CH3:20])=[O:26])=[O:26])([CH3:23])[CH3:22]. Product: [Br:2][C:3]1[CH:4]=[C:5]2[C:9](=[CH:10][CH:11]=1)[CH2:8][CH:7]([NH:12][C:25](=[O:26])[O:24][C:21]([CH3:23])([CH3:22])[CH3:20])[CH2:6]2. The catalyst class is: 2.